This data is from Ames mutagenicity test results for genotoxicity prediction. The task is: Regression/Classification. Given a drug SMILES string, predict its toxicity properties. Task type varies by dataset: regression for continuous values (e.g., LD50, hERG inhibition percentage) or binary classification for toxic/non-toxic outcomes (e.g., AMES mutagenicity, cardiotoxicity, hepatotoxicity). Dataset: ames. The molecule is Oc1ccc2cc3c4ccccc4c4ccccc4c3cc2c1. The result is 1 (mutagenic).